From a dataset of Catalyst prediction with 721,799 reactions and 888 catalyst types from USPTO. Predict which catalyst facilitates the given reaction. (1) Reactant: C(OC(=O)[NH:7][C@H:8]1[CH2:13][CH2:12][C@@H:11]([CH2:14][NH:15][C:16]2[N:25]=[C:24]([N:26]([CH3:28])[CH3:27])[C:23]3[C:18](=[CH:19][CH:20]=[CH:21][CH:22]=3)[N:17]=2)[CH2:10][CH2:9]1)(C)(C)C. Product: [NH2:7][C@@H:8]1[CH2:13][CH2:12][C@H:11]([CH2:14][NH:15][C:16]2[N:25]=[C:24]([N:26]([CH3:28])[CH3:27])[C:23]3[C:18](=[CH:19][CH:20]=[CH:21][CH:22]=3)[N:17]=2)[CH2:10][CH2:9]1. The catalyst class is: 137. (2) Reactant: [F:1][C:2]([F:8])([F:7])[S:3]([O-:6])(=[O:5])=[O:4].[Na+].[CH3:10][N:11]([C:13]([N:16]([CH3:18])[CH3:17])(Cl)[Cl:14])[CH3:12].C(OCC)C. Product: [F:1][C:2]([F:8])([F:7])[S:3]([O-:6])(=[O:5])=[O:4].[CH3:10][N:11]([C+:13]([N:16]([CH3:18])[CH3:17])[Cl:14])[CH3:12]. The catalyst class is: 10. (3) Reactant: [CH3:1][C:2]1[CH:7]=[CH:6][C:5]([N+:8]([O-])=O)=[CH:4][C:3]=1[NH:11][C:12]1[N:17]=[C:16]([C:18]2[CH:19]=[N:20][CH:21]=[N:22][CH:23]=2)[CH:15]=[CH:14][N:13]=1.C(=O)([O-])[O-].[Na+].[Na+]. Product: [N:13]1[CH:14]=[CH:15][C:16]([C:18]2[CH:19]=[N:20][CH:21]=[N:22][CH:23]=2)=[N:17][C:12]=1[NH:11][C:3]1[CH:4]=[C:5]([NH2:8])[CH:6]=[CH:7][C:2]=1[CH3:1]. The catalyst class is: 33. (4) Reactant: C(OC([NH:8][C:9]1[S:13][C:12]([C:14]([O:16][CH2:17][CH3:18])=[O:15])=[C:11]([CH3:19])[CH:10]=1)=O)(C)(C)C.FC(F)(F)C(O)=O. Product: [NH2:8][C:9]1[S:13][C:12]([C:14]([O:16][CH2:17][CH3:18])=[O:15])=[C:11]([CH3:19])[CH:10]=1. The catalyst class is: 4. (5) Reactant: [Cl:1][C:2]1[C:3]([C:10]([NH:12][NH2:13])=[O:11])=[N:4][C:5]([S:8][CH3:9])=[N:6][CH:7]=1.[F:14][C:15]1[CH:20]=[CH:19][C:18]([N:21]=[C:22]=[S:23])=[CH:17][CH:16]=1. Product: [Cl:1][C:2]1[CH:7]=[N:6][C:5]([S:8][CH3:9])=[N:4][C:3]=1[C:10]([NH:12][NH:13][C:22]([NH:21][C:18]1[CH:19]=[CH:20][C:15]([F:14])=[CH:16][CH:17]=1)=[S:23])=[O:11]. The catalyst class is: 14. (6) Reactant: [CH3:1][C:2]1[C:3]([C:13]2[CH:25]=[CH:24][C:16]([O:17][CH2:18][C:19]([O:21]CC)=[O:20])=[CH:15][CH:14]=2)=[N:4][O:5][C:6]=1[C:7]1[CH:12]=[CH:11][CH:10]=[CH:9][CH:8]=1.C1COCC1.O.[OH-].[Li+]. Product: [CH3:1][C:2]1[C:3]([C:13]2[CH:25]=[CH:24][C:16]([O:17][CH2:18][C:19]([OH:21])=[O:20])=[CH:15][CH:14]=2)=[N:4][O:5][C:6]=1[C:7]1[CH:8]=[CH:9][CH:10]=[CH:11][CH:12]=1. The catalyst class is: 5. (7) Reactant: [CH3:1][O:2][C:3](=[O:44])[CH2:4][O:5][C:6]1[CH:11]=[CH:10][C:9]([O:12][CH2:13]/[CH:14]=[CH:15]/[C:16]#[C:17][C:18]2[CH:23]=[CH:22][C:21]([C:24]#[C:25]/[CH:26]=[CH:27]/[CH2:28][O:29][C:30]3[CH:35]=[CH:34][C:33]([O:36][CH2:37][C:38]([O:40]C)=[O:39])=[C:32]([CH3:42])[CH:31]=3)=[CH:20][CH:19]=2)=[CH:8][C:7]=1[CH3:43].[OH-].[Na+].O.Cl. Product: [CH3:1][O:2][C:3]([CH2:4][O:5][C:6]1[CH:11]=[CH:10][C:9]([O:12][CH2:13]/[CH:14]=[CH:15]/[C:16]#[C:17][C:18]2[CH:23]=[CH:22][C:21]([C:24]#[C:25]/[CH:26]=[CH:27]/[CH2:28][O:29][C:30]3[CH:35]=[CH:34][C:33]([O:36][CH2:37][C:38]([OH:40])=[O:39])=[C:32]([CH3:42])[CH:31]=3)=[CH:20][CH:19]=2)=[CH:8][C:7]=1[CH3:43])=[O:44]. The catalyst class is: 353.